This data is from Reaction yield outcomes from USPTO patents with 853,638 reactions. The task is: Predict the reaction yield, written as a fraction of the theoretical maximum amount of product (1.0 means a 100% yield; for example, 0.34 means a 34% yield). The reactants are [Cl:1][C:2]1[CH:3]=[C:4]([C@H:9]2[CH2:13][CH2:12][CH2:11][N:10]2[C:14]2[CH:19]=[CH:18][N:17]3[N:20]=[CH:21][C:22]([NH2:23])=[C:16]3[N:15]=2)[CH:5]=[C:6]([F:8])[CH:7]=1.C1N=CN([C:29]([N:31]2[CH:35]=N[CH:33]=[CH:32]2)=[O:30])C=1.Cl.N1CC([OH:41])C1.CCN(C(C)C)C(C)C. The catalyst is C(Cl)Cl. The product is [Cl:1][C:2]1[CH:3]=[C:4]([C@H:9]2[CH2:13][CH2:12][CH2:11][N:10]2[C:14]2[CH:19]=[CH:18][N:17]3[N:20]=[CH:21][C:22]([NH:23][C:29]([N:31]4[CH2:32][CH:33]([OH:41])[CH2:35]4)=[O:30])=[C:16]3[N:15]=2)[CH:5]=[C:6]([F:8])[CH:7]=1. The yield is 0.740.